This data is from Catalyst prediction with 721,799 reactions and 888 catalyst types from USPTO. The task is: Predict which catalyst facilitates the given reaction. (1) Reactant: [C:1]1([C:7]2[CH:8]=[C:9]([C:13]3[N:22]=[C:21]([NH:23][C:24]4[CH:25]=[C:26]5[C:30](=[CH:31][CH:32]=4)[N:29]([C:33]([O:35][C:36]([CH3:39])([CH3:38])[CH3:37])=[O:34])[N:28]=[CH:27]5)[C:20]4[C:15](=[CH:16][C:17]([O:41][CH3:42])=[C:18]([OH:40])[CH:19]=4)[N:14]=3)[CH:10]=[CH:11][CH:12]=2)[CH:6]=[CH:5][CH:4]=[CH:3][CH:2]=1.Br[CH2:44][CH2:45][Cl:46].C([O-])([O-])=O.[K+].[K+]. Product: [Cl:46][CH2:45][CH2:44][O:40][C:18]1[CH:19]=[C:20]2[C:15](=[CH:16][C:17]=1[O:41][CH3:42])[N:14]=[C:13]([C:9]1[CH:10]=[CH:11][CH:12]=[C:7]([C:1]3[CH:2]=[CH:3][CH:4]=[CH:5][CH:6]=3)[CH:8]=1)[N:22]=[C:21]2[NH:23][C:24]1[CH:25]=[C:26]2[C:30](=[CH:31][CH:32]=1)[N:29]([C:33]([O:35][C:36]([CH3:37])([CH3:38])[CH3:39])=[O:34])[N:28]=[CH:27]2. The catalyst class is: 3. (2) Reactant: [Cl:1][C:2]1[CH:3]=[CH:4][C:5]2[NH:6][C:7]3[C:12]([C:13]=2[CH:14]=1)=[CH:11][C:10]([Cl:15])=[CH:9][CH:8]=3.[H-].[Na+].CN(C=O)C.[CH3:23][O:24][C:25](=[O:30])[CH2:26][CH2:27][CH2:28]Br. Product: [Cl:15][C:10]1[CH:9]=[CH:8][C:7]2[N:6]([CH2:28][CH2:27][CH2:26][C:25]([O:24][CH3:23])=[O:30])[C:5]3[C:13]([C:12]=2[CH:11]=1)=[CH:14][C:2]([Cl:1])=[CH:3][CH:4]=3. The catalyst class is: 13. (3) Reactant: Cl[C:2]1[C:11]2[C:6](=[C:7]([O:14][CH3:15])[C:8]([O:12][CH3:13])=[CH:9][CH:10]=2)[N:5]=[CH:4][N:3]=1.[CH:16]1([C@H:19]2[C@H:23]([NH2:24])[CH2:22][CH2:21][O:20]2)[CH2:18][CH2:17]1.CCN(C(C)C)C(C)C. Product: [CH:16]1([C@H:19]2[C@H:23]([NH:24][C:2]3[C:11]4[C:6](=[C:7]([O:14][CH3:15])[C:8]([O:12][CH3:13])=[CH:9][CH:10]=4)[N:5]=[CH:4][N:3]=3)[CH2:22][CH2:21][O:20]2)[CH2:18][CH2:17]1. The catalyst class is: 32. (4) Reactant: [CH3:1][O:2][C:3]([C:5]1[CH:10]=[C:9]([N+:11]([O-])=O)[CH:8]=[C:7]([C:14]([O:16][CH3:17])=[O:15])[CH:6]=1)=[O:4].CO.Cl. Product: [CH3:17][O:16][C:14]([C:7]1[CH:8]=[C:9]([NH2:11])[CH:10]=[C:5]([C:3]([O:2][CH3:1])=[O:4])[CH:6]=1)=[O:15]. The catalyst class is: 386.